From a dataset of Reaction yield outcomes from USPTO patents with 853,638 reactions. Predict the reaction yield, written as a fraction of the theoretical maximum amount of product (1.0 means a 100% yield; for example, 0.34 means a 34% yield). (1) The reactants are [Cl-].O[NH3+:3].[C:4](=[O:7])([O-])[OH:5].[Na+].CS(C)=O.[CH2:13]([C:17]1[N:21]([CH2:22][C:23]2[CH:28]=[CH:27][C:26]([C:29]3[C:30]([C:35]#[N:36])=[CH:31][CH:32]=[CH:33][CH:34]=3)=[CH:25][CH:24]=2)[C:20](=[O:37])[N:19]([C:38]2[CH:39]=[CH:40][C:41]3[O:45][C:44]([CH3:47])([CH3:46])[CH2:43][C:42]=3[CH:48]=2)[N:18]=1)[CH2:14][CH2:15][CH3:16]. The catalyst is C(OCC)(=O)C. The product is [CH2:13]([C:17]1[N:21]([CH2:22][C:23]2[CH:24]=[CH:25][C:26]([C:29]3[CH:34]=[CH:33][CH:32]=[CH:31][C:30]=3[C:35]3[NH:3][C:4](=[O:7])[O:5][N:36]=3)=[CH:27][CH:28]=2)[C:20](=[O:37])[N:19]([C:38]2[CH:39]=[CH:40][C:41]3[O:45][C:44]([CH3:47])([CH3:46])[CH2:43][C:42]=3[CH:48]=2)[N:18]=1)[CH2:14][CH2:15][CH3:16]. The yield is 0.380. (2) The reactants are [F:1][C:2]1[CH:7]=[CH:6][C:5]([C:8]2[CH2:9][N:10]([NH:15]C(=O)C)[C:11](=[O:14])[NH:12][N:13]=2)=[CH:4][CH:3]=1.Cl.[OH-].[Na+]. The catalyst is CO. The product is [NH2:15][N:10]1[CH2:9][C:8]([C:5]2[CH:4]=[CH:3][C:2]([F:1])=[CH:7][CH:6]=2)=[N:13][NH:12][C:11]1=[O:14]. The yield is 0.880. (3) The reactants are [O:1]=[C:2]1[NH:6][CH2:5][CH2:4][N:3]1[C:7]1[S:8][C:9]([C:12]([O:14][CH3:15])=[O:13])=[CH:10][N:11]=1.[H-].[Na+].Br[CH2:19][CH:20]1[CH2:22][CH2:21]1. The catalyst is CN(C)C=O.[I-].C([N+](CCCC)(CCCC)CCCC)CCC. The product is [CH:20]1([CH2:19][N:6]2[CH2:5][CH2:4][N:3]([C:7]3[S:8][C:9]([C:12]([O:14][CH3:15])=[O:13])=[CH:10][N:11]=3)[C:2]2=[O:1])[CH2:22][CH2:21]1. The yield is 0.240.